From a dataset of Full USPTO retrosynthesis dataset with 1.9M reactions from patents (1976-2016). Predict the reactants needed to synthesize the given product. (1) The reactants are: C[CH2:2][N:3]([CH2:6][CH3:7])[CH2:4][CH3:5].[C:8](Br)(=[O:15])[C:9]1[CH:14]=[CH:13][CH:12]=[CH:11][CH:10]=1.[N:17]#[C:18]N.C(O)(C(F)(F)F)=O.BrC#[N:29]. Given the product [C:2]([N:3]1[CH2:6][CH2:7][CH2:5][CH:4]1[CH2:18][NH:17][C:8](=[O:15])[C:9]1[CH:14]=[CH:13][CH:12]=[CH:11][CH:10]=1)#[N:29], predict the reactants needed to synthesize it. (2) The reactants are: [F:1][C:2]([F:27])([F:26])[C:3]1[CH:25]=[CH:24][C:6]([CH2:7][O:8][N:9]=[C:10]([C:12]2[CH:23]=[CH:22][C:15]([O:16][CH2:17][C:18]([NH:20][NH2:21])=[O:19])=[CH:14][CH:13]=2)[CH3:11])=[CH:5][CH:4]=1.[CH2:28]([N:30]=[C:31]=[S:32])[CH3:29]. Given the product [CH2:28]([NH:30][C:31]([NH:21][NH:20][C:18](=[O:19])[CH2:17][O:16][C:15]1[CH:22]=[CH:23][C:12]([C:10](=[N:9][O:8][CH2:7][C:6]2[CH:5]=[CH:4][C:3]([C:2]([F:26])([F:27])[F:1])=[CH:25][CH:24]=2)[CH3:11])=[CH:13][CH:14]=1)=[S:32])[CH3:29], predict the reactants needed to synthesize it. (3) Given the product [N:24]1([C:29]2[CH:30]=[CH:31][C:32]([S:35]([N:6]3[CH2:7][CH:2]4[CH2:9][CH2:8][CH:5]3[CH2:4][N:3]4[CH2:10][C@@H:11]([C:13]3[C:14]([CH3:23])=[C:15]4[C:19](=[CH:20][CH:21]=3)[C:18](=[O:22])[O:17][CH2:16]4)[OH:12])(=[O:37])=[O:36])=[CH:33][CH:34]=2)[CH:28]=[N:27][N:26]=[N:25]1, predict the reactants needed to synthesize it. The reactants are: Cl.[CH:2]12[CH2:9][CH2:8][CH:5]([NH:6][CH2:7]1)[CH2:4][N:3]2[CH2:10][C@@H:11]([C:13]1[C:14]([CH3:23])=[C:15]2[C:19](=[CH:20][CH:21]=1)[C:18](=[O:22])[O:17][CH2:16]2)[OH:12].[N:24]1([C:29]2[CH:34]=[CH:33][C:32]([S:35](Cl)(=[O:37])=[O:36])=[CH:31][CH:30]=2)[CH:28]=[N:27][N:26]=[N:25]1. (4) Given the product [F:1][C:2]1[CH:3]=[C:4]([CH:14]=[CH:15][C:16]=1[F:17])[O:5][C:6]1[CH:13]=[CH:12][C:9]([CH2:10][N:33]2[CH2:34][CH2:35][CH:30]([C:25]3[CH:24]=[C:23]([NH:22][C:20](=[O:21])[CH:19]([CH3:18])[CH3:36])[CH:28]=[CH:27][C:26]=3[CH3:29])[CH2:31][CH2:32]2)=[CH:8][CH:7]=1, predict the reactants needed to synthesize it. The reactants are: [F:1][C:2]1[CH:3]=[C:4]([CH:14]=[CH:15][C:16]=1[F:17])[O:5][C:6]1[CH:13]=[CH:12][C:9]([CH:10]=O)=[CH:8][CH:7]=1.[CH3:18][CH:19]([CH3:36])[C:20]([NH:22][C:23]1[CH:28]=[CH:27][C:26]([CH3:29])=[C:25]([CH:30]2[CH2:35][CH2:34][NH:33][CH2:32][CH2:31]2)[CH:24]=1)=[O:21]. (5) Given the product [CH2:1]([C@@H:4]1[O:9][C@H:8]2[C@H:10]3[O:15][C:14]4([CH2:17][CH2:18][C@@H:19]5[O:23][C@@H:22]([CH2:24][CH2:25][C@@H:26]6[O:31][C@H:30]([CH2:32][C@H:33]7[C@H:37]([CH2:38][CH:39]=[O:40])[C@@H:36]([O:41][CH3:42])[C@@H:35]([CH2:43][C@H:44]([O:54][Si:55]([CH2:60][CH3:61])([CH2:58][CH3:59])[CH2:56][CH3:57])[CH2:45][O:46][Si:47]([CH2:52][CH3:53])([CH2:48][CH3:49])[CH2:50][CH3:51])[O:34]7)[C:29](=[CH2:62])[C@H:28]([CH3:63])[CH2:27]6)[C:21](=[CH2:64])[CH2:20]5)[O:16][C@H:6]([C@@H:7]2[O:12][C@@H:11]3[CH2:13]4)[C@H:5]1[O:65][Si:66]([CH2:71][CH3:72])([CH2:69][CH3:70])[CH2:67][CH3:68])[CH:2]=[CH2:3], predict the reactants needed to synthesize it. The reactants are: [CH2:1]([C@@H:4]1[O:9][C@H:8]2[C@H:10]3[O:15][C:14]4([CH2:17][CH2:18][C@@H:19]5[O:23][C@@H:22]([CH2:24][CH2:25][C@@H:26]6[O:31][C@H:30]([CH2:32][C@H:33]7[C@H:37]([CH2:38][CH2:39][OH:40])[C@@H:36]([O:41][CH3:42])[C@@H:35]([CH2:43][C@H:44]([O:54][Si:55]([CH2:60][CH3:61])([CH2:58][CH3:59])[CH2:56][CH3:57])[CH2:45][O:46][Si:47]([CH2:52][CH3:53])([CH2:50][CH3:51])[CH2:48][CH3:49])[O:34]7)[C:29](=[CH2:62])[C@H:28]([CH3:63])[CH2:27]6)[C:21](=[CH2:64])[CH2:20]5)[O:16][C@H:6]([C@@H:7]2[O:12][C@@H:11]3[CH2:13]4)[C@H:5]1[O:65][Si:66]([CH2:71][CH3:72])([CH2:69][CH3:70])[CH2:67][CH3:68])[CH:2]=[CH2:3].C(=O)(O)[O-].[Na+].CC(OI1(OC(C)=O)(OC(C)=O)OC(=O)C2C=CC=CC1=2)=O.S([O-])([O-])(=O)=S.[Na+].[Na+].